From a dataset of Catalyst prediction with 721,799 reactions and 888 catalyst types from USPTO. Predict which catalyst facilitates the given reaction. Reactant: [CH:1]1([N:4]([CH2:18][C:19]2[O:20][CH:21]=[C:22]([C:24]([N:26]3[CH2:31][CH2:30][NH:29][CH2:28][CH2:27]3)=[O:25])[N:23]=2)[S:5]([C:8]2[C:13]([CH3:14])=[CH:12][C:11]([O:15][CH3:16])=[CH:10][C:9]=2[CH3:17])(=[O:7])=[O:6])[CH2:3][CH2:2]1.[NH2:32][C:33]1[C:38]([CH:39]=O)=[CH:37][CH:36]=[CH:35][N:34]=1.CC(O)=O. Product: [NH2:32][C:33]1[C:38]([CH2:39][N:29]2[CH2:30][CH2:31][N:26]([C:24]([C:22]3[N:23]=[C:19]([CH2:18][N:4]([CH:1]4[CH2:2][CH2:3]4)[S:5]([C:8]4[C:9]([CH3:17])=[CH:10][C:11]([O:15][CH3:16])=[CH:12][C:13]=4[CH3:14])(=[O:6])=[O:7])[O:20][CH:21]=3)=[O:25])[CH2:27][CH2:28]2)=[CH:37][CH:36]=[CH:35][N:34]=1. The catalyst class is: 26.